This data is from Reaction yield outcomes from USPTO patents with 853,638 reactions. The task is: Predict the reaction yield, written as a fraction of the theoretical maximum amount of product (1.0 means a 100% yield; for example, 0.34 means a 34% yield). (1) No catalyst specified. The reactants are S(=O)(=O)(O)O.[NH2:6][C@@H:7]([C:11]1[CH:16]=[CH:15][CH:14]=[CH:13][CH:12]=1)[C:8]([OH:10])=[O:9].[CH3:17]O. The product is [NH2:6][C@@H:7]([C:11]1[CH:16]=[CH:15][CH:14]=[CH:13][CH:12]=1)[C:8]([O:10][CH3:17])=[O:9]. The yield is 0.740. (2) The product is [F:1][C:2]1[C:10]2[CH2:9][CH2:8][CH2:7][CH2:6][C:5]=2[N:4]2[CH2:11][CH2:12][N:13]([C:16]3[C:17]([CH2:18][OH:19])=[C:20]([C:24]4[CH:29]=[C:28]([NH:30][C:31]5[CH:36]=[CH:35][N:34]=[C:33]([CH3:37])[N:32]=5)[C:27](=[O:38])[N:26]([CH3:39])[CH:25]=4)[CH:21]=[CH:22][N:23]=3)[C:14](=[O:15])[C:3]=12. The reactants are [F:1][C:2]1[C:10]2[CH2:9][CH2:8][CH2:7][CH2:6][C:5]=2[N:4]2[CH2:11][CH2:12][N:13]([C:16]3[N:23]=[CH:22][CH:21]=[C:20]([C:24]4[CH:29]=[C:28]([NH:30][C:31]5[CH:36]=[CH:35][N:34]=[C:33]([CH3:37])[N:32]=5)[C:27](=[O:38])[N:26]([CH3:39])[CH:25]=4)[C:17]=3[CH:18]=[O:19])[C:14](=[O:15])[C:3]=12.[BH4-].[Na+]. The catalyst is CO. The yield is 0.440. (3) The reactants are [Cl:1][C:2]1[CH:7]=[CH:6][C:5]([O:8][CH2:9][CH2:10][N:11]2[CH2:16][CH2:15][CH2:14][CH2:13][CH2:12]2)=[CH:4][C:3]=1[NH:17][C:18](=[O:28])/[C:19](/[CH3:27])=[CH:20]/C1C=CC=CC=1.[Cl-].[Cl-].[Cl-].[Al+3]. The catalyst is ClC1C=CC=CC=1.O. The product is [Cl:1][C:2]1[CH:7]=[CH:6][C:5]([O:8][CH2:9][CH2:10][N:11]2[CH2:12][CH2:13][CH2:14][CH2:15][CH2:16]2)=[C:4]2[C:3]=1[NH:17][C:18](=[O:28])[C:19]([CH3:20])=[CH:27]2. The yield is 0.310. (4) The reactants are C(O[C:6]([N:8]1[CH2:13][CH2:12][CH:11]([O:14][C:15]2[CH:20]=[CH:19][C:18]([N+:21]([O-])=O)=[C:17]([O:24][CH3:25])[CH:16]=2)[CH2:10][CH2:9]1)=O)(C)(C)C.COC1C=C(C=CC=1[N+]([O-])=O)OC1CCNCC1.FC(F)(F)C(O)=O.C=O.COC1C=C(C=CC=1[N+]([O-])=O)OC1CCN(C)CC1.COC1C=C(OC2CCN(C)CC2)C=CC=1N.CS([C:92]1[N:97]=[CH:96][C:95]2=[CH:98][CH:99]=[C:100]([C:101]3[CH:106]=[CH:105][CH:104]=[CH:103][C:102]=3[O:107][CH3:108])[N:94]2[N:93]=1)=O. No catalyst specified. The product is [CH3:25][O:24][C:17]1[CH:16]=[C:15]([O:14][CH:11]2[CH2:10][CH2:9][N:8]([CH3:6])[CH2:13][CH2:12]2)[CH:20]=[CH:19][C:18]=1[NH:21][C:92]1[N:97]=[CH:96][C:95]2=[CH:98][CH:99]=[C:100]([C:101]3[CH:106]=[CH:105][CH:104]=[CH:103][C:102]=3[O:107][CH3:108])[N:94]2[N:93]=1. The yield is 0.160. (5) The reactants are C([Si]([O:8][C:9]1[CH:14]=[C:13]([O:15][Si](C(C)(C)C)(C)C)[CH:12]=[CH:11][C:10]=1[CH:23]1[CH2:28][CH2:27][C:26](=[CH2:29])[CH2:25][CH2:24]1)(C)C)(C)(C)C.[F-].C([N+](CCCC)(CCCC)CCCC)CCC. The catalyst is O1CCCC1. The product is [CH2:29]=[C:26]1[CH2:27][CH2:28][CH:23]([C:10]2[CH:11]=[CH:12][C:13]([OH:15])=[CH:14][C:9]=2[OH:8])[CH2:24][CH2:25]1. The yield is 0.900.